This data is from Forward reaction prediction with 1.9M reactions from USPTO patents (1976-2016). The task is: Predict the product of the given reaction. Given the reactants [CH3:1][S:2]([C:5]1[CH:10]=[CH:9][C:8]([C:11]2[N:16]=[CH:15][C:14]([CH2:17][NH:18][CH:19]3[CH2:24][CH2:23][N:22]([C:25]([O:27][C:28]([CH3:31])([CH3:30])[CH3:29])=[O:26])[CH2:21][CH2:20]3)=[CH:13][CH:12]=2)=[CH:7][CH:6]=1)(=[O:4])=[O:3].[CH:32](=O)[CH2:33][OH:34].[BH-](OC(C)=O)(OC(C)=O)OC(C)=O.[Na+], predict the reaction product. The product is: [OH:34][CH2:33][CH2:32][N:18]([CH2:17][C:14]1[CH:15]=[N:16][C:11]([C:8]2[CH:9]=[CH:10][C:5]([S:2]([CH3:1])(=[O:3])=[O:4])=[CH:6][CH:7]=2)=[CH:12][CH:13]=1)[CH:19]1[CH2:24][CH2:23][N:22]([C:25]([O:27][C:28]([CH3:31])([CH3:30])[CH3:29])=[O:26])[CH2:21][CH2:20]1.